From a dataset of Reaction yield outcomes from USPTO patents with 853,638 reactions. Predict the reaction yield, written as a fraction of the theoretical maximum amount of product (1.0 means a 100% yield; for example, 0.34 means a 34% yield). (1) The reactants are [CH3:1][C:2]1[CH:22]=[CH:21][C:5]([CH2:6][CH2:7][C:8]2[S:9][CH:10]=[CH:11][C:12]=2[S:13](N2C=CC=C2)(=[O:15])=[O:14])=[CH:4][CH:3]=1.[K].S(Cl)([Cl:27])(=O)=O. No catalyst specified. The product is [CH3:1][C:2]1[CH:22]=[CH:21][C:5]([CH2:6][CH2:7][C:8]2[S:9][CH:10]=[CH:11][C:12]=2[S:13]([Cl:27])(=[O:15])=[O:14])=[CH:4][CH:3]=1. The yield is 0.510. (2) The reactants are [CH3:1][N:2]1[CH2:6][CH2:5][CH2:4][C@H:3]1[CH2:7][O:8][C:9]1[CH:10]=[C:11]([C:15]2[O:19][N:18]=[C:17]([CH2:20][CH2:21][CH2:22][OH:23])[CH:16]=2)[CH:12]=[N:13][CH:14]=1.[C:24]1(O)[CH:29]=[CH:28][CH:27]=[CH:26][CH:25]=1.C1C=CC(P(C2C=CC=CC=2)C2C=CC=CC=2)=CC=1.N(C(OCC)=O)=NC(OCC)=O. The catalyst is C1COCC1. The product is [CH3:1][N:2]1[CH2:6][CH2:5][CH2:4][C@H:3]1[CH2:7][O:8][C:9]1[CH:14]=[N:13][CH:12]=[C:11]([C:15]2[O:19][N:18]=[C:17]([CH2:20][CH2:21][CH2:22][O:23][C:24]3[CH:29]=[CH:28][CH:27]=[CH:26][CH:25]=3)[CH:16]=2)[CH:10]=1. The yield is 0.510. (3) The yield is 0.600. The product is [Cl:9][C:10]1[C:15]([F:16])=[CH:14][C:13]([I:1])=[C:12]([OH:17])[CH:11]=1. The reactants are [I:1]N1C(=O)CCC1=O.[Cl:9][C:10]1[CH:11]=[C:12]([OH:17])[CH:13]=[CH:14][C:15]=1[F:16].S(=O)(=O)(O)O.CCCCCCC. The catalyst is C(O)(=O)C. (4) The reactants are [Cl:1][C:2]1[CH:31]=[CH:30][C:5]([CH2:6][CH2:7][NH:8][C:9]([C:11]2[CH:29]=[CH:28][C:14]([O:15][C:16]3[CH:21]=[CH:20][C:19]([CH2:22][C:23]([O:25]C)=[O:24])=[CH:18][C:17]=3[F:27])=[CH:13][CH:12]=2)=[O:10])=[CH:4][CH:3]=1.[OH-].[Na+].O. The catalyst is O1CCOCC1.C(OCC)(=O)C.Cl. The product is [Cl:1][C:2]1[CH:3]=[CH:4][C:5]([CH2:6][CH2:7][NH:8][C:9]([C:11]2[CH:12]=[CH:13][C:14]([O:15][C:16]3[CH:21]=[CH:20][C:19]([CH2:22][C:23]([OH:25])=[O:24])=[CH:18][C:17]=3[F:27])=[CH:28][CH:29]=2)=[O:10])=[CH:30][CH:31]=1. The yield is 0.480.